Task: Regression. Given a peptide amino acid sequence and an MHC pseudo amino acid sequence, predict their binding affinity value. This is MHC class I binding data.. Dataset: Peptide-MHC class I binding affinity with 185,985 pairs from IEDB/IMGT The binding affinity (normalized) is 0.208. The peptide sequence is ASNIVLDQI. The MHC is HLA-A24:02 with pseudo-sequence HLA-A24:02.